Task: Regression. Given two drug SMILES strings and cell line genomic features, predict the synergy score measuring deviation from expected non-interaction effect.. Dataset: NCI-60 drug combinations with 297,098 pairs across 59 cell lines Drug 1: CC12CCC(CC1=CCC3C2CCC4(C3CC=C4C5=CN=CC=C5)C)O. Drug 2: C1CC(=O)NC(=O)C1N2C(=O)C3=CC=CC=C3C2=O. Cell line: NCI-H226. Synergy scores: CSS=6.45, Synergy_ZIP=0.617, Synergy_Bliss=5.71, Synergy_Loewe=2.80, Synergy_HSA=3.86.